The task is: Predict the product of the given reaction.. This data is from Forward reaction prediction with 1.9M reactions from USPTO patents (1976-2016). (1) Given the reactants [CH3:1][NH:2][CH2:3][CH2:4][C:5]#[C:6][C:7]1[CH:12]=[CH:11][CH:10]=[CH:9][N:8]=1.[F:13][C:14]1[CH:22]=[CH:21][CH:20]=[CH:19][C:15]=1[C:16](Cl)=[O:17], predict the reaction product. The product is: [F:13][C:14]1[CH:22]=[CH:21][CH:20]=[CH:19][C:15]=1[C:16]([N:2]([CH3:1])[CH2:3][CH2:4][C:5]#[C:6][C:7]1[CH:12]=[CH:11][CH:10]=[CH:9][N:8]=1)=[O:17]. (2) Given the reactants [F:1][C@H:2]1[C@@H:7]([O:8][C:9]2[N:14]=[CH:13][N:12]=[C:11]([N:15]3[C:23]4[C:18](=[N:19][C:20]([C:24](O)=[O:25])=[CH:21][CH:22]=4)[CH2:17][CH2:16]3)[CH:10]=2)[CH2:6][CH2:5][N:4]([C:27]([O:29][C:30]2([CH3:33])[CH2:32][CH2:31]2)=[O:28])[CH2:3]1.C(=O)(OC(C)(C)C)OC(C)(C)C.[N:46]1C=CC=CC=1.C(=O)([O-])O.[NH4+], predict the reaction product. The product is: [C:24]([C:20]1[N:19]=[C:18]2[CH2:17][CH2:16][N:15]([C:11]3[N:12]=[CH:13][N:14]=[C:9]([O:8][C@H:7]4[CH2:6][CH2:5][N:4]([C:27]([O:29][C:30]5([CH3:33])[CH2:32][CH2:31]5)=[O:28])[CH2:3][C@H:2]4[F:1])[CH:10]=3)[C:23]2=[CH:22][CH:21]=1)(=[O:25])[NH2:46].